Predict the reactants needed to synthesize the given product. From a dataset of Full USPTO retrosynthesis dataset with 1.9M reactions from patents (1976-2016). Given the product [CH2:1]([O:3][C:4](=[O:18])/[C:5](/[O:15][CH2:16][CH3:17])=[CH:6]/[C:7]1[CH:12]=[CH:11][C:10]([O:13][CH2:20][C:21]2[N:22]=[C:23]([C:27]3[CH:32]=[CH:31][CH:30]=[CH:29][C:28]=3[F:33])[O:24][C:25]=2[CH3:26])=[CH:9][C:8]=1[CH3:14])[CH3:2], predict the reactants needed to synthesize it. The reactants are: [CH2:1]([O:3][C:4](=[O:18])/[C:5](/[O:15][CH2:16][CH3:17])=[CH:6]/[C:7]1[CH:12]=[CH:11][C:10]([OH:13])=[CH:9][C:8]=1[CH3:14])[CH3:2].Cl[CH2:20][C:21]1[N:22]=[C:23]([C:27]2[CH:32]=[CH:31][CH:30]=[CH:29][C:28]=2[F:33])[O:24][C:25]=1[CH3:26].C(=O)([O-])[O-].[Cs+].[Cs+].[I-].[K+].